Dataset: Forward reaction prediction with 1.9M reactions from USPTO patents (1976-2016). Task: Predict the product of the given reaction. (1) Given the reactants [CH:1]([C:4]1[C:8]([CH2:9][CH2:10][CH2:11][OH:12])=[CH:7][N:6]([C:13]2[CH:18]=[CH:17][C:16]([C:19]([F:22])([F:21])[F:20])=[CH:15][N:14]=2)[N:5]=1)([CH3:3])[CH3:2].O[C:24]1[C:29]([O:30][CH3:31])=[CH:28][CH:27]=[CH:26][C:25]=1[CH2:32][C:33]([O:35]C)=[O:34].C(P(CCCC)CCCC)CCC.N(C(N1CCCCC1)=O)=NC(N1CCCCC1)=O, predict the reaction product. The product is: [CH:1]([C:4]1[C:8]([CH2:9][CH2:10][CH2:11][O:12][C:24]2[C:29]([O:30][CH3:31])=[CH:28][CH:27]=[CH:26][C:25]=2[CH2:32][C:33]([OH:35])=[O:34])=[CH:7][N:6]([C:13]2[CH:18]=[CH:17][C:16]([C:19]([F:21])([F:20])[F:22])=[CH:15][N:14]=2)[N:5]=1)([CH3:3])[CH3:2]. (2) The product is: [Br:12][C:9]1[CH:10]=[CH:11][C:6]([CH:2]2[NH:1][C:13]3([CH2:18][CH2:17][CH2:16][CH2:15][CH2:14]3)[NH:5][C:3]2=[O:4])=[CH:7][CH:8]=1. Given the reactants [NH2:1][CH:2]([C:6]1[CH:11]=[CH:10][C:9]([Br:12])=[CH:8][CH:7]=1)[C:3]([NH2:5])=[O:4].[C:13]1(=O)[CH2:18][CH2:17][CH2:16][CH2:15][CH2:14]1, predict the reaction product. (3) The product is: [Cl:13][C:14]1[C:15]([O:24][CH:25]2[CH2:26][CH2:27][C:28]([F:31])([F:32])[CH2:29][CH2:30]2)=[CH:16][C:17]([F:23])=[C:18]([CH:22]=1)[C:19]([NH:12][S:9]([CH:6]1[CH2:8][CH2:7]1)(=[O:11])=[O:10])=[O:20]. Given the reactants CS(N)(=O)=O.[CH:6]1([S:9]([NH2:12])(=[O:11])=[O:10])[CH2:8][CH2:7]1.[Cl:13][C:14]1[C:15]([O:24][CH:25]2[CH2:30][CH2:29][C:28]([F:32])([F:31])[CH2:27][CH2:26]2)=[CH:16][C:17]([F:23])=[C:18]([CH:22]=1)[C:19](O)=[O:20], predict the reaction product. (4) Given the reactants [OH-].[Na+].Cl[C:4]1[N:5]=[C:6]([NH:25][C:26]2[CH:31]=[CH:30][C:29]([F:32])=[C:28]([Cl:33])[CH:27]=2)[C:7]2[N:8]=[C:9]([NH:17][CH:18]3[CH2:23][CH2:22][N:21]([CH3:24])[CH2:20][CH2:19]3)[N:10](C(=O)C)[CH2:11][C:12]=2[N:13]=1.Br.OO, predict the reaction product. The product is: [Cl:33][C:28]1[CH:27]=[C:26]([NH:25][C:6]2[C:7]3[N:8]=[C:9]([NH:17][CH:18]4[CH2:23][CH2:22][N:21]([CH3:24])[CH2:20][CH2:19]4)[N:10]=[CH:11][C:12]=3[N:13]=[CH:4][N:5]=2)[CH:31]=[CH:30][C:29]=1[F:32]. (5) Given the reactants Cl[C:2]1[C:7]([CH3:8])=[C:6]([Cl:9])[N:5]=[CH:4][N:3]=1.[CH3:10][C:11]([CH3:31])([CH3:30])[CH2:12][C:13]1[N:18]=[C:17]([CH2:19][OH:20])[CH:16]=[CH:15][C:14]=1[C:21]1[CH:26]=[C:25]([O:27][CH3:28])[CH:24]=[CH:23][C:22]=1[F:29].[H-].[Na+].Cl, predict the reaction product. The product is: [Cl:9][C:6]1[C:7]([CH3:8])=[C:2]([O:20][CH2:19][C:17]2[CH:16]=[CH:15][C:14]([C:21]3[CH:26]=[C:25]([O:27][CH3:28])[CH:24]=[CH:23][C:22]=3[F:29])=[C:13]([CH2:12][C:11]([CH3:31])([CH3:30])[CH3:10])[N:18]=2)[N:3]=[CH:4][N:5]=1. (6) Given the reactants [Cl:1][C:2]1[C:3]([CH3:18])=[C:4]([C:10]2[CH:15]=[CH:14][CH:13]=[C:12]([CH:16]=[O:17])[CH:11]=2)[C:5]([CH3:9])=[CH:6][C:7]=1[OH:8].N1C=CN=C1.[C:24]([Si:28]([CH3:31])([CH3:30])Cl)([CH3:27])([CH3:26])[CH3:25].O, predict the reaction product. The product is: [Si:28]([O:8][C:7]1[CH:6]=[C:5]([CH3:9])[C:4]([C:10]2[CH:15]=[CH:14][CH:13]=[C:12]([CH:16]=[O:17])[CH:11]=2)=[C:3]([CH3:18])[C:2]=1[Cl:1])([C:24]([CH3:27])([CH3:26])[CH3:25])([CH3:31])[CH3:30]. (7) The product is: [Cl:73][C:72]1[C:63]([CH2:62][N:58]2[CH2:59][CH2:60][CH2:61][C@H:56]([NH:55][CH3:54])[CH2:57]2)=[C:64]([O:89][C:90]([F:92])([F:91])[F:93])[CH:65]=[C:66]2[C:71]=1[NH:70][C:69](=[O:74])[N:68]([CH2:75][C:76]1[CH:81]=[C:80]([Cl:82])[CH:79]=[CH:78][C:77]=1[S:83]([CH2:86][CH3:87])(=[O:85])=[O:84])[C:67]2=[O:88]. Given the reactants ClC1C(C=O)=C(OC(F)(F)F)C=C2C=1NC(=O)N(CC1C=C(Cl)C=CC=1S(CC)(=O)=O)C2=O.C(OC(=O)N(C)[C@H]1CCCNC1)(C)(C)C.C(O[C:54](=O)[NH:55][C@H:56]1[CH2:61][CH2:60][CH2:59][N:58]([CH2:62][C:63]2[C:72]([Cl:73])=[C:71]3[C:66]([C:67](=[O:88])[N:68]([CH2:75][C:76]4[CH:81]=[C:80]([Cl:82])[CH:79]=[CH:78][C:77]=4[S:83]([CH2:86][CH3:87])(=[O:85])=[O:84])[C:69](=[O:74])[NH:70]3)=[CH:65][C:64]=2[O:89][C:90]([F:93])([F:92])[F:91])[CH2:57]1)(C)(C)C, predict the reaction product. (8) The product is: [N:1]1([C:7]2[N:12]=[C:11]([N:13]3[CH:14]4[CH2:20][CH2:19][CH:18]3[CH2:17][O:16][CH2:15]4)[N:10]=[C:9]([C:21]3[CH:27]=[CH:26][C:24]([NH:25][C:32]([NH:40][C:41]4[CH:42]=[N:43][CH:44]=[CH:45][CH:46]=4)=[O:38])=[CH:23][CH:22]=3)[N:8]=2)[CH2:2][CH2:3][O:4][CH2:5][CH2:6]1. Given the reactants [N:1]1([C:7]2[N:12]=[C:11]([N:13]3[CH:18]4[CH2:19][CH2:20][CH:14]3[CH2:15][O:16][CH2:17]4)[N:10]=[C:9]([C:21]3[CH:27]=[CH:26][C:24]([NH2:25])=[CH:23][CH:22]=3)[N:8]=2)[CH2:6][CH2:5][O:4][CH2:3][CH2:2]1.ClC(Cl)(O[C:32](=[O:38])OC(Cl)(Cl)Cl)Cl.[NH2:40][C:41]1[CH:42]=[N:43][CH:44]=[CH:45][CH:46]=1, predict the reaction product. (9) Given the reactants C(OC(=O)[NH:7][C@H:8]([C:14]([N:16]1[CH2:20][CH2:19][C:18]([F:22])([F:21])[CH2:17]1)=[O:15])[CH2:9][CH2:10][CH2:11][CH2:12][NH2:13])(C)(C)C.[C:24]1([C:30]2[O:31][C:32]([C:38]([F:41])([F:40])[F:39])=[C:33]([C:35]([Cl:37])=[O:36])[N:34]=2)[CH:29]=[CH:28][CH:27]=[CH:26][CH:25]=1, predict the reaction product. The product is: [ClH:37].[NH2:7][CH:8]([C:14]([N:16]1[CH2:20][CH2:19][C:18]([F:21])([F:22])[CH2:17]1)=[O:15])[CH2:9][CH2:10][CH2:11][CH2:12][NH:13][C:35]([C:33]1[N:34]=[C:30]([C:24]2[CH:29]=[CH:28][CH:27]=[CH:26][CH:25]=2)[O:31][C:32]=1[C:38]([F:40])([F:41])[F:39])=[O:36].